This data is from Reaction yield outcomes from USPTO patents with 853,638 reactions. The task is: Predict the reaction yield, written as a fraction of the theoretical maximum amount of product (1.0 means a 100% yield; for example, 0.34 means a 34% yield). (1) The reactants are [F:1][C:2]([F:15])([F:14])[C:3]1[CH:13]=[CH:12][C:6]([CH:7]=[CH:8][C:9](Cl)=[O:10])=[CH:5][CH:4]=1.[CH:16]([N:19]([CH3:30])[C:20]1[S:21][C:22]2[CH:28]=[C:27]([NH2:29])[CH:26]=[CH:25][C:23]=2[N:24]=1)([CH3:18])[CH3:17]. No catalyst specified. The product is [CH:16]([N:19]([CH3:30])[C:20]1[S:21][C:22]2[CH:28]=[C:27]([NH:29][C:9](=[O:10])[CH:8]=[CH:7][C:6]3[CH:12]=[CH:13][C:3]([C:2]([F:15])([F:14])[F:1])=[CH:4][CH:5]=3)[CH:26]=[CH:25][C:23]=2[N:24]=1)([CH3:18])[CH3:17]. The yield is 0.260. (2) The reactants are Cl.C(N=C=NCCCN(C)C)C.Cl.Cl.[Cl:15][C:16]1[CH:17]=[CH:18][C:19]([O:22][CH:23]2[CH2:28][CH2:27][N:26]([C:29](=[O:35])[C@@H:30]([NH2:34])[CH:31]([CH3:33])[CH3:32])[CH2:25][CH2:24]2)=[N:20][CH:21]=1.[OH:36][C:37]1[C:38]([C:47](O)=[O:48])=[N:39][C:40]2[C:45]([N:46]=1)=[CH:44][CH:43]=[CH:42][CH:41]=2.O.ON1C2C=CC=CC=2N=N1.CN1CCOCC1. The catalyst is C(O)C.C(OCC)C.O.C(Cl)Cl. The product is [Cl:15][C:16]1[CH:17]=[CH:18][C:19]([O:22][CH:23]2[CH2:28][CH2:27][N:26]([C:29]([C@@H:30]([NH:34][C:47]([C:38]3[C:37]([OH:36])=[N:46][C:45]4[C:40](=[CH:41][CH:42]=[CH:43][CH:44]=4)[N:39]=3)=[O:48])[CH:31]([CH3:33])[CH3:32])=[O:35])[CH2:25][CH2:24]2)=[N:20][CH:21]=1. The yield is 0.760.